Dataset: Full USPTO retrosynthesis dataset with 1.9M reactions from patents (1976-2016). Task: Predict the reactants needed to synthesize the given product. (1) Given the product [F:1][C:2]1[CH:3]=[CH:4][C:5]([O:6][C:7]2[C:8]([C:9]([NH:33][CH2:37][C:36]3[CH:2]=[CH:3][C:4]([C:5]([OH:6])=[O:28])=[CH:34][CH:35]=3)=[O:11])=[CH:13][C:22]([C:21]([F:26])([F:25])[F:20])=[CH:15][N:16]=2)=[CH:18][CH:19]=1, predict the reactants needed to synthesize it. The reactants are: [F:1][C:2]1[CH:19]=[CH:18][C:5]([O:6][C:7]2[N:16]=[CH:15]C(I)=[CH:13][C:8]=2[C:9]([O:11]C)=O)=[CH:4][CH:3]=1.[F:20][C:21]([F:26])([F:25])[C:22]([O-])=O.[Na+].[OH2:28].ClCCl.C[N:33]1[CH2:37][CH2:36][CH2:35][CH2:34]1. (2) The reactants are: [Cl:1][C:2]1[CH:7]=[CH:6][C:5]([CH2:8][C@@H:9]([NH:29]C(=O)OC(C)(C)C)[C:10]([N:12]2[CH2:17][CH2:16][N:15]([C:18]3[C:19]4[C@H:26]([CH3:27])[S:25][CH2:24][C:20]=4[N:21]=[CH:22][N:23]=3)[C@@H:14]([CH3:28])[CH2:13]2)=[O:11])=[CH:4][CH:3]=1.[ClH:37]. Given the product [ClH:1].[ClH:37].[NH2:29][C@H:9]([CH2:8][C:5]1[CH:4]=[CH:3][C:2]([Cl:1])=[CH:7][CH:6]=1)[C:10]([N:12]1[CH2:17][CH2:16][N:15]([C:18]2[C:19]3[C@H:26]([CH3:27])[S:25][CH2:24][C:20]=3[N:21]=[CH:22][N:23]=2)[C@@H:14]([CH3:28])[CH2:13]1)=[O:11], predict the reactants needed to synthesize it. (3) Given the product [O:14]1[CH:18]=[CH:17][CH:16]=[C:15]1[C@@H:19]1[NH:22][C:21](=[O:23])[C@@:20]1([O:25][Si:3]([CH2:6][CH3:7])([CH2:4][CH3:5])[CH2:1][CH3:2])[CH3:24], predict the reactants needed to synthesize it. The reactants are: [CH2:1]([Si:3](Cl)([CH2:6][CH3:7])[CH2:4][CH3:5])[CH3:2].N1C=CN=C1.[O:14]1[CH:18]=[CH:17][CH:16]=[C:15]1[C@@H:19]1[NH:22][C:21](=[O:23])[C@@:20]1([OH:25])[CH3:24].C(OCC)(=O)C.CCCCC.